From a dataset of Peptide-MHC class II binding affinity with 134,281 pairs from IEDB. Regression. Given a peptide amino acid sequence and an MHC pseudo amino acid sequence, predict their binding affinity value. This is MHC class II binding data. (1) The peptide sequence is DEARRMWASAQNISG. The MHC is HLA-DPA10201-DPB10501 with pseudo-sequence HLA-DPA10201-DPB10501. The binding affinity (normalized) is 0.279. (2) The peptide sequence is APIKEFKAKIVNG. The MHC is HLA-DQA10101-DQB10501 with pseudo-sequence HLA-DQA10101-DQB10501. The binding affinity (normalized) is 0.0446. (3) The peptide sequence is RHYLHTLWKAGILYK. The MHC is DRB4_0101 with pseudo-sequence DRB4_0103. The binding affinity (normalized) is 0.384. (4) The peptide sequence is NPFRPNITSTALDLS. The MHC is DRB1_0101 with pseudo-sequence DRB1_0101. The binding affinity (normalized) is 0.811. (5) The peptide sequence is AAATAGTTVYGAFWA. The MHC is HLA-DQA10501-DQB10301 with pseudo-sequence HLA-DQA10501-DQB10301. The binding affinity (normalized) is 0.469. (6) The peptide sequence is AYPSVLGQTIRNSRW. The MHC is DRB1_0701 with pseudo-sequence DRB1_0701. The binding affinity (normalized) is 0.382. (7) The peptide sequence is LKRGEITHHAVSRGSAK. The MHC is DRB1_0404 with pseudo-sequence DRB1_0404. The binding affinity (normalized) is 0.402. (8) The peptide sequence is FAVATITHAAELQRV. The MHC is HLA-DQA10401-DQB10402 with pseudo-sequence HLA-DQA10401-DQB10402. The binding affinity (normalized) is 0.564.